From a dataset of Peptide-MHC class II binding affinity with 134,281 pairs from IEDB. Regression. Given a peptide amino acid sequence and an MHC pseudo amino acid sequence, predict their binding affinity value. This is MHC class II binding data. The peptide sequence is AAGAQLLWQLPLLSI. The MHC is DRB1_0701 with pseudo-sequence DRB1_0701. The binding affinity (normalized) is 0.280.